From a dataset of Forward reaction prediction with 1.9M reactions from USPTO patents (1976-2016). Predict the product of the given reaction. (1) Given the reactants [CH3:1][O:2][C:3](=[O:12])[CH2:4][C:5]1[CH:10]=[CH:9][C:8]([OH:11])=[CH:7][CH:6]=1.C(=O)([O-])[O-].[K+].[K+].[CH2:19](Br)[C:20]1[CH:25]=[CH:24][CH:23]=[CH:22][CH:21]=1.O, predict the reaction product. The product is: [CH2:19]([O:11][C:8]1[CH:9]=[CH:10][C:5]([CH2:4][C:3]([O:2][CH3:1])=[O:12])=[CH:6][CH:7]=1)[C:20]1[CH:25]=[CH:24][CH:23]=[CH:22][CH:21]=1. (2) Given the reactants [C:1]([NH:4][C:5]1[N:6]=[CH:7][CH:8]=[C:9]2[C:18]3[CH:17]=[CH:16][C:15]([O:19][CH2:20][C@@H:21]([NH:26]C(=O)OC(C)(C)C)[CH2:22][CH:23]([CH3:25])[CH3:24])=[CH:14][C:13]=3[O:12][CH2:11][C:10]=12)(=[O:3])[CH3:2].C(O)(C(F)(F)F)=O, predict the reaction product. The product is: [NH2:26][C@@H:21]([CH2:22][CH:23]([CH3:25])[CH3:24])[CH2:20][O:19][C:15]1[CH:16]=[CH:17][C:18]2[C:9]3[C:10](=[C:5]([NH:4][C:1](=[O:3])[CH3:2])[N:6]=[CH:7][CH:8]=3)[CH2:11][O:12][C:13]=2[CH:14]=1.